This data is from Forward reaction prediction with 1.9M reactions from USPTO patents (1976-2016). The task is: Predict the product of the given reaction. (1) The product is: [F:18][C:19]1[CH:24]=[CH:23][C:22]([C:2]2[C:13](=[O:14])[N:12]([CH:15]([CH3:17])[CH3:16])[C:5]3[N:6]=[C:7]([S:10][CH3:11])[N:8]=[CH:9][C:4]=3[CH:3]=2)=[CH:21][C:20]=1[N+:28]([O-:30])=[O:29]. Given the reactants Br[C:2]1[C:13](=[O:14])[N:12]([CH:15]([CH3:17])[CH3:16])[C:5]2[N:6]=[C:7]([S:10][CH3:11])[N:8]=[CH:9][C:4]=2[CH:3]=1.[F:18][C:19]1[CH:24]=[CH:23][C:22](B(O)O)=[CH:21][C:20]=1[N+:28]([O-:30])=[O:29].C([O-])([O-])=O.[Na+].[Na+].O, predict the reaction product. (2) Given the reactants [CH3:1]C(C)([O-])C.[K+].[CH:7]1(/[C:11](/[C:37]2[CH:42]=[CH:41][CH:40]=[CH:39][CH:38]=2)=[C:12](/[C:29]2[CH:36]=[CH:35][C:32]([CH:33]=O)=[CH:31][CH:30]=2)\[C:13]2[CH:14]=[C:15]3[C:19](=[CH:20][CH:21]=2)[N:18]([CH:22]2[CH2:27][CH2:26][CH2:25][CH2:24][O:23]2)[N:17]=[C:16]3[F:28])[CH2:10][CH2:9][CH2:8]1, predict the reaction product. The product is: [CH:7]1(/[C:11](/[C:37]2[CH:38]=[CH:39][CH:40]=[CH:41][CH:42]=2)=[C:12](\[C:13]2[CH:14]=[C:15]3[C:19](=[CH:20][CH:21]=2)[N:18]([CH:22]2[CH2:27][CH2:26][CH2:25][CH2:24][O:23]2)[N:17]=[C:16]3[F:28])/[C:29]2[CH:36]=[CH:35][C:32]([CH:33]=[CH2:1])=[CH:31][CH:30]=2)[CH2:10][CH2:9][CH2:8]1. (3) The product is: [NH2:2][CH2:1][C:3]1[CH:4]=[C:5]([N:9]2[C:13]([C:14]([OH:16])=[O:15])=[CH:12][C:11]([C:17]([F:19])([F:20])[F:18])=[N:10]2)[CH:6]=[CH:7][CH:8]=1. Given the reactants [C:1]([C:3]1[CH:4]=[C:5]([N:9]2[C:13]([C:14]([OH:16])=[O:15])=[CH:12][C:11]([C:17]([F:20])([F:19])[F:18])=[N:10]2)[CH:6]=[CH:7][CH:8]=1)#[N:2].Cl, predict the reaction product. (4) Given the reactants [CH2:1]([Mg]Br)[CH2:2][CH2:3][CH2:4][CH2:5][CH3:6].Br[C:10]1[CH:14]=[CH:13][S:12][C:11]=1[C:15]1[S:16][CH:17]=[CH:18][C:19]=1Br.Cl, predict the reaction product. The product is: [CH2:1]([C:10]1[CH:14]=[CH:13][S:12][C:11]=1[C:15]1[S:16][CH:17]=[CH:18][C:19]=1[CH2:1][CH2:2][CH2:3][CH2:4][CH2:5][CH3:6])[CH2:2][CH2:3][CH2:4][CH2:5][CH3:6]. (5) Given the reactants [C:1](=[O:4])([O-:3])[NH2:2].[O:5]1[CH2:9][CH2:8][C@H:7](O)[CH2:6]1.C1C([N+]([O-])=O)=CC=C([Cl-]C([O-])=O)C=1.Cl.N[C@@H:26]([CH2:55][C:56]1[CH:61]=[CH:60][CH:59]=[CH:58][CH:57]=1)[C@H:27]([OH:54])[CH2:28][N:29]([CH2:50][CH:51]([CH3:53])[CH3:52])[S:30]([C:33]1[CH:38]=[CH:37][C:36]([N:39]2[C:47](=[O:48])[C:46]3[C:41](=[CH:42][CH:43]=[CH:44][CH:45]=3)[C:40]2=[O:49])=[CH:35][CH:34]=1)(=[O:32])=[O:31].ON1C2C=CC=CC=2N=N1, predict the reaction product. The product is: [O:49]=[C:40]1[C:41]2[C:46](=[CH:45][CH:44]=[CH:43][CH:42]=2)[C:47](=[O:48])[N:39]1[C:36]1[CH:35]=[CH:34][C:33]([S:30]([N:29]([CH2:28][C@@H:27]([OH:54])[C@@H:26]([NH:2][C:1](=[O:3])[O:4][C@H:7]2[CH2:8][CH2:9][O:5][CH2:6]2)[CH2:55][C:56]2[CH:57]=[CH:58][CH:59]=[CH:60][CH:61]=2)[CH2:50][CH:51]([CH3:52])[CH3:53])(=[O:32])=[O:31])=[CH:38][CH:37]=1. (6) Given the reactants [F:1][C:2]([F:15])([F:14])[C:3]1[CH:8]=[CH:7][CH:6]=[CH:5][C:4]=1[CH2:9][CH2:10]C(=O)C.[C-:16]#[N:17].[Na+].[Cl-].[NH4+:20].[CH2:21](O)[CH3:22], predict the reaction product. The product is: [NH2:20][C:21]([CH3:22])([CH2:10][CH2:9][C:4]1[CH:5]=[CH:6][CH:7]=[CH:8][C:3]=1[C:2]([F:15])([F:14])[F:1])[C:16]#[N:17]. (7) Given the reactants [CH3:1][O:2][CH:3]([CH3:27])[CH2:4][N:5]1[C:9]([C:10]2[N:11]=[C:12]3[N:22]([CH:23]=2)[CH2:21][CH2:20][O:19][C:18]2[C:13]3=[CH:14][CH:15]=[C:16]([C:24](=[O:26])[CH3:25])[CH:17]=2)=[N:8][CH:7]=[N:6]1.[CH3:28][N:29]([CH:31](OC)OC)[CH3:30], predict the reaction product. The product is: [CH3:28][N:29]([CH3:31])/[CH:30]=[CH:25]/[C:24]([C:16]1[CH:17]=[C:18]2[C:13](=[CH:14][CH:15]=1)[C:12]1[N:22]([CH:23]=[C:10]([C:9]3[N:5]([CH2:4][CH:3]([O:2][CH3:1])[CH3:27])[N:6]=[CH:7][N:8]=3)[N:11]=1)[CH2:21][CH2:20][O:19]2)=[O:26]. (8) Given the reactants [OH:1][C:2]1[CH:3]=[C:4]([CH:14]=[C:15]([O:17][C@H:18]2[CH2:22][CH2:21][O:20][CH2:19]2)[CH:16]=1)[C:5]([NH:7][C:8]1[CH:12]=[CH:11][N:10]([CH3:13])[N:9]=1)=[O:6].[N:23]1([C:27]([C:29]2[CH:34]=[CH:33][C:32](Br)=[CH:31][N:30]=2)=[O:28])[CH2:26][CH2:25][CH2:24]1.C(=O)([O-])[O-].[Cs+].[Cs+], predict the reaction product. The product is: [N:23]1([C:27]([C:29]2[N:30]=[CH:31][C:32]([O:1][C:2]3[CH:3]=[C:4]([CH:14]=[C:15]([O:17][C@H:18]4[CH2:22][CH2:21][O:20][CH2:19]4)[CH:16]=3)[C:5]([NH:7][C:8]3[CH:12]=[CH:11][N:10]([CH3:13])[N:9]=3)=[O:6])=[CH:33][CH:34]=2)=[O:28])[CH2:26][CH2:25][CH2:24]1. (9) Given the reactants [CH3:1][NH:2]CC1C=CC=CC=1.C(=O)(O)[O-].[Na+].[F:15][C:16]1[CH:21]=[CH:20][C:19]([CH2:22][C:23](Cl)=O)=[CH:18][CH:17]=1.[H-].[Al+3].[Li+].[H-].[H-].[H-].[OH-].[Na+], predict the reaction product. The product is: [F:15][C:16]1[CH:21]=[CH:20][C:19]([CH2:22][CH2:23][NH:2][CH3:1])=[CH:18][CH:17]=1.